From a dataset of Forward reaction prediction with 1.9M reactions from USPTO patents (1976-2016). Predict the product of the given reaction. Given the reactants [NH2:1][C@H:2]([C:4]1[N:8]2[CH:9]=[CH:10][N:11]=[C:12]([CH3:13])[C:7]2=[C:6]([C:14]2[CH:32]=[CH:31][C:17]([C:18]([NH:20][C:21]3[CH:26]=[C:25]([C:27]([F:30])([F:29])[F:28])[CH:24]=[CH:23][N:22]=3)=[O:19])=[CH:16][CH:15]=2)[N:5]=1)[CH3:3].[C:33](O)(=[O:36])[CH:34]=[CH2:35], predict the reaction product. The product is: [C:33]([NH:1][C@H:2]([C:4]1[N:8]2[CH:9]=[CH:10][N:11]=[C:12]([CH3:13])[C:7]2=[C:6]([C:14]2[CH:15]=[CH:16][C:17]([C:18]([NH:20][C:21]3[CH:26]=[C:25]([C:27]([F:29])([F:30])[F:28])[CH:24]=[CH:23][N:22]=3)=[O:19])=[CH:31][CH:32]=2)[N:5]=1)[CH3:3])(=[O:36])[CH:34]=[CH2:35].